Dataset: Full USPTO retrosynthesis dataset with 1.9M reactions from patents (1976-2016). Task: Predict the reactants needed to synthesize the given product. (1) Given the product [CH:20]([NH:21][C@H:10]1[CH2:11][CH2:12][C@@H:7]([C:1]2[CH:6]=[CH:5][CH:4]=[CH:3][CH:2]=2)[CH2:8][CH2:9]1)([C:22]1[CH:23]=[CH:24][CH:25]=[CH:26][CH:27]=1)[C:14]1[CH:19]=[CH:18][CH:17]=[CH:16][CH:15]=1.[CH:20]([NH:21][C@H:10]1[CH2:11][CH2:12][C@H:7]([C:1]2[CH:6]=[CH:5][CH:4]=[CH:3][CH:2]=2)[CH2:8][CH2:9]1)([C:22]1[CH:23]=[CH:24][CH:25]=[CH:26][CH:27]=1)[C:14]1[CH:19]=[CH:18][CH:17]=[CH:16][CH:15]=1, predict the reactants needed to synthesize it. The reactants are: [C:1]1([CH:7]2[CH2:12][CH2:11][C:10](=O)[CH2:9][CH2:8]2)[CH:6]=[CH:5][CH:4]=[CH:3][CH:2]=1.[C:14]1([CH:20]([C:22]2[CH:27]=[CH:26][CH:25]=[CH:24][CH:23]=2)[NH2:21])[CH:19]=[CH:18][CH:17]=[CH:16][CH:15]=1.C(O[BH-](OC(=O)C)OC(=O)C)(=O)C.[Na+]. (2) The reactants are: [C:1]([C:5]1[C:14]2[C:9](=[CH:10][CH:11]=[CH:12][CH:13]=2)[CH2:8][CH2:7][C:6]=1[NH:15]CC1C=CC=CC=1)([O:3][CH3:4])=[O:2]. Given the product [C:1]([C@@H:5]1[C:14]2[C:9](=[CH:10][CH:11]=[CH:12][CH:13]=2)[CH2:8][CH2:7][C@@H:6]1[NH2:15])([O:3][CH3:4])=[O:2], predict the reactants needed to synthesize it. (3) The reactants are: C([Li])CCC.[F:6][C:7]([F:15])([F:14])[CH:8]([OH:13])[C:9]([F:12])(F)[F:10].[CH:16]12[CH2:22][CH:19]([CH:20]=[CH:21]1)[CH2:18][CH:17]2[C:23]([O:25][CH2:26][C:27](=[O:29])[CH3:28])=[O:24].Cl.[O:31]1CCCC1. Given the product [CH:16]12[CH2:22][CH:19]([CH:20]=[CH:21]1)[CH2:18][CH:17]2[C:23]([O:25][CH2:26][C:27]([CH3:28])([OH:29])[C:9]([F:12])([F:10])[C:8]([OH:31])([OH:13])[C:7]([F:15])([F:14])[F:6])=[O:24], predict the reactants needed to synthesize it. (4) Given the product [CH2:12]([O:11][C:3](=[O:10])[CH:4]([CH2:17][C:16]1[CH:19]=[CH:20][CH:21]=[C:22]([CH3:23])[C:15]=1[F:14])[C:5]([O:7][CH2:8][CH3:9])=[O:6])[CH3:13], predict the reactants needed to synthesize it. The reactants are: [H-].[Na+].[C:3]([O:11][CH2:12][CH3:13])(=[O:10])[CH2:4][C:5]([O:7][CH2:8][CH3:9])=[O:6].[F:14][C:15]1[C:22]([CH3:23])=[CH:21][CH:20]=[CH:19][C:16]=1[CH2:17]Br.O. (5) Given the product [Cl:18][S:15]([N:1]1[CH2:6][CH2:5][O:4][C:3]2[N:7]=[CH:8][C:9]([C:11]([O:13][CH3:14])=[O:12])=[CH:10][C:2]1=2)(=[O:17])=[O:16], predict the reactants needed to synthesize it. The reactants are: [NH:1]1[CH2:6][CH2:5][O:4][C:3]2[N:7]=[CH:8][C:9]([C:11]([O:13][CH3:14])=[O:12])=[CH:10][C:2]1=2.[S:15](Cl)([Cl:18])(=[O:17])=[O:16]. (6) Given the product [Br:7][C:8]1[CH:9]=[N:10][N:11]([C@@H:13]2[CH2:17][CH2:16][O:15][CH2:14]2)[CH:12]=1, predict the reactants needed to synthesize it. The reactants are: O1CC[C@H](O)C1.[Br:7][C:8]1[CH:9]=[N:10][N:11]([C@H:13]2[CH2:17][CH2:16][O:15][CH2:14]2)[CH:12]=1.